This data is from Peptide-MHC class II binding affinity with 134,281 pairs from IEDB. The task is: Regression. Given a peptide amino acid sequence and an MHC pseudo amino acid sequence, predict their binding affinity value. This is MHC class II binding data. (1) The peptide sequence is SRSFLKHSLLRTQRL. The MHC is DRB1_1302 with pseudo-sequence DRB1_1302. The binding affinity (normalized) is 0.493. (2) The binding affinity (normalized) is 0.551. The peptide sequence is ANEAVQDPKFWELVD. The MHC is DRB1_0301 with pseudo-sequence DRB1_0301. (3) The peptide sequence is FRELVRNCDLPVWLS. The MHC is DRB3_0301 with pseudo-sequence DRB3_0301. The binding affinity (normalized) is 0.851. (4) The peptide sequence is GSLKPNCGNKVVVSY. The MHC is DRB1_1501 with pseudo-sequence DRB1_1501. The binding affinity (normalized) is 0.566. (5) The peptide sequence is EKKCFAATQFEPLAA. The MHC is HLA-DPA10201-DPB10501 with pseudo-sequence HLA-DPA10201-DPB10501. The binding affinity (normalized) is 0.603. (6) The peptide sequence is HGRQIRMAKLLTRDPE. The MHC is DRB1_0701 with pseudo-sequence DRB1_0701. The binding affinity (normalized) is 0.179. (7) The peptide sequence is EVELREHGSDEWVAM. The MHC is HLA-DPA10201-DPB11401 with pseudo-sequence HLA-DPA10201-DPB11401. The binding affinity (normalized) is 0. (8) The peptide sequence is GKTVWFVPSIKAGND. The MHC is DRB1_0301 with pseudo-sequence DRB1_0301. The binding affinity (normalized) is 0.438. (9) The peptide sequence is LTHVKINDKCPSTGE. The MHC is DRB1_0301 with pseudo-sequence DRB1_0301. The binding affinity (normalized) is 0.0259.